Dataset: Full USPTO retrosynthesis dataset with 1.9M reactions from patents (1976-2016). Task: Predict the reactants needed to synthesize the given product. (1) Given the product [F:32][C:29]([F:30])([F:31])[C:27]1[C:22]([C:23]([OH:25])=[O:24])=[CH:21][N:20]=[C:19]([O:5][CH:3]([CH3:4])[C:2]([F:7])([F:6])[F:1])[CH:28]=1, predict the reactants needed to synthesize it. The reactants are: [F:1][C:2]([F:7])([F:6])[CH:3]([OH:5])[CH3:4].C[Si]([N-][Si](C)(C)C)(C)C.[Na+].Cl[C:19]1[CH:28]=[C:27]([C:29]([F:32])([F:31])[F:30])[C:22]([C:23]([O:25]C)=[O:24])=[CH:21][N:20]=1. (2) Given the product [C:1]([N:5]1[C:14]2[C:9](=[CH:10][C:11]([O:23][CH2:31][C:30]3[CH:33]=[CH:34][C:27]([O:26][CH3:25])=[CH:28][CH:29]=3)=[C:12]([O:32][CH2:31][C:30]3[CH:33]=[CH:34][C:27]([O:26][CH3:25])=[CH:28][CH:29]=3)[CH:13]=2)[C:8](=[O:17])[C:7]([C:18]([OH:20])=[O:19])=[CH:6]1)([CH3:2])([CH3:3])[CH3:4], predict the reactants needed to synthesize it. The reactants are: [C:1]([N:5]1[C:14]2[C:9](=[CH:10][C:11](F)=[C:12](F)[CH:13]=2)[C:8](=[O:17])[C:7]([C:18]([O:20]CC)=[O:19])=[CH:6]1)([CH3:4])([CH3:3])[CH3:2].[OH-:23].[K+].[CH3:25][O:26][C:27]1[CH:34]=[CH:33][C:30]([CH2:31][OH:32])=[CH:29][CH:28]=1. (3) Given the product [F:18][C:19]([F:33])([F:34])[C:20]1[CH:21]=[C:22]([CH:23]=[C:24]([C:26]([F:27])([F:28])[F:29])[CH:25]=1)[CH:2]=[C:3]1[C:9]2[CH:10]=[CH:11][CH:12]=[CH:13][C:8]=2[CH2:7][CH2:6][C:5]2[CH:14]=[CH:15][CH:16]=[CH:17][C:4]1=2, predict the reactants needed to synthesize it. The reactants are: Br[CH:2]=[C:3]1[C:9]2[CH:10]=[CH:11][CH:12]=[CH:13][C:8]=2[CH2:7][CH2:6][C:5]2[CH:14]=[CH:15][CH:16]=[CH:17][C:4]1=2.[F:18][C:19]([F:34])([F:33])[C:20]1[CH:21]=[C:22](B(O)O)[CH:23]=[C:24]([C:26]([F:29])([F:28])[F:27])[CH:25]=1. (4) Given the product [Cl:39][C:14]1[CH:15]=[C:16]([C:20]2[N:24]=[C:23]([C:25]3[N:26]=[C:27]4[C:32]([Cl:33])=[CH:31][C:30]([C:34]([F:35])([F:36])[F:37])=[CH:29][N:28]4[CH:38]=3)[O:22][N:21]=2)[C:17]([Cl:19])=[CH:18][C:13]=1[O:12][CH2:11][C:10]([CH3:41])([OH:40])[CH2:9][OH:8], predict the reactants needed to synthesize it. The reactants are: [Si]([O:8][CH2:9][C:10]([CH3:41])([OH:40])[CH2:11][O:12][C:13]1[CH:18]=[C:17]([Cl:19])[C:16]([C:20]2[N:24]=[C:23]([C:25]3[N:26]=[C:27]4[C:32]([Cl:33])=[CH:31][C:30]([C:34]([F:37])([F:36])[F:35])=[CH:29][N:28]4[CH:38]=3)[O:22][N:21]=2)=[CH:15][C:14]=1[Cl:39])(C(C)(C)C)(C)C.C(O)(C(F)(F)F)=O.C(Cl)Cl. (5) Given the product [NH2:18][C:16]1[S:17][C:13]([C:10]([CH3:12])([CH3:11])[CH2:9][OH:8])=[N:14][N:15]=1, predict the reactants needed to synthesize it. The reactants are: C([O:8][CH2:9][C:10]([C:13]1[S:17][C:16]([NH2:18])=[N:15][N:14]=1)([CH3:12])[CH3:11])C1C=CC=CC=1.B(Br)(Br)Br. (6) Given the product [Cl:19][C:20]1[S:24][C:23]([S:25]([NH:2][C@@H:3]([C@@H:6]([C:11]2[CH:12]=[C:13]([F:18])[CH:14]=[C:15]([F:17])[CH:16]=2)[C:7]([F:8])([F:9])[F:10])[CH2:4][OH:5])(=[O:27])=[O:26])=[CH:22][CH:21]=1, predict the reactants needed to synthesize it. The reactants are: Cl.[NH2:2][C@@H:3]([C@@H:6]([C:11]1[CH:16]=[C:15]([F:17])[CH:14]=[C:13]([F:18])[CH:12]=1)[C:7]([F:10])([F:9])[F:8])[CH2:4][OH:5].[Cl:19][C:20]1[S:24][C:23]([S:25](Cl)(=[O:27])=[O:26])=[CH:22][CH:21]=1.CCCCCCC.